This data is from Full USPTO retrosynthesis dataset with 1.9M reactions from patents (1976-2016). The task is: Predict the reactants needed to synthesize the given product. (1) The reactants are: C1(S([N:10]2[C:14]3=[N:15][CH:16]=[CH:17][CH:18]=[C:13]3[CH:12]=[C:11]2/[C:19](/[C:30]2[CH:35]=[CH:34][C:33]([S:36]([CH3:39])(=[O:38])=[O:37])=[CH:32][CH:31]=2)=[CH:20]\[CH:21]2[CH2:29][CH2:28][C:23]3([O:27][CH2:26][CH2:25][O:24]3)[CH2:22]2)(=O)=O)C=CC=CC=1.[OH-].[Na+]. Given the product [O:24]1[C:23]2([CH2:28][CH2:29][CH:21](/[CH:20]=[C:19](\[C:11]3[NH:10][C:14]4=[N:15][CH:16]=[CH:17][CH:18]=[C:13]4[CH:12]=3)/[C:30]3[CH:35]=[CH:34][C:33]([S:36]([CH3:39])(=[O:38])=[O:37])=[CH:32][CH:31]=3)[CH2:22]2)[O:27][CH2:26][CH2:25]1, predict the reactants needed to synthesize it. (2) Given the product [Cl:1][C:2]1[CH:3]=[CH:4][C:5]([C:19]([F:22])([F:20])[F:21])=[C:6]([C:8]2[C:9]3[C:17](=[O:18])[CH2:16][CH2:15][C:10]=3[N:11]([CH2:24][C:25]([O:27][C:28]([CH3:31])([CH3:30])[CH3:29])=[O:26])[C:12](=[O:14])[CH:13]=2)[CH:7]=1, predict the reactants needed to synthesize it. The reactants are: [Cl:1][C:2]1[CH:3]=[CH:4][C:5]([C:19]([F:22])([F:21])[F:20])=[C:6]([C:8]2[C:9]3[C:17](=[O:18])[CH2:16][CH2:15][C:10]=3[NH:11][C:12](=[O:14])[CH:13]=2)[CH:7]=1.Br[CH2:24][C:25]([O:27][C:28]([CH3:31])([CH3:30])[CH3:29])=[O:26].C(=O)([O-])[O-].[K+].[K+]. (3) Given the product [F:34][CH2:33][CH2:32][O:1][C:2]1[CH:7]=[CH:6][C:5]([C:8]2[O:9][C:10]3[C:15]([C:16](=[O:22])[C:17]=2[O:18][CH2:19][O:20][CH3:21])=[CH:14][CH:13]=[C:12]([O:23][CH2:24][O:25][CH3:26])[CH:11]=3)=[CH:4][C:3]=1[O:27][CH2:28][O:29][CH3:30], predict the reactants needed to synthesize it. The reactants are: [OH:1][C:2]1[CH:7]=[CH:6][C:5]([C:8]2[O:9][C:10]3[C:15]([C:16](=[O:22])[C:17]=2[O:18][CH2:19][O:20][CH3:21])=[CH:14][CH:13]=[C:12]([O:23][CH2:24][O:25][CH3:26])[CH:11]=3)=[CH:4][C:3]=1[O:27][CH2:28][O:29][CH3:30].Br[CH2:32][CH2:33][F:34].C([O-])([O-])=O.[Cs+].[Cs+]. (4) Given the product [Br:27][C:28]1[CH:33]=[CH:32][C:31]([O:34][C:2]2[N:14]=[C:13]([C:15]3[CH:20]=[C:19]([F:21])[CH:18]=[C:17]([F:22])[CH:16]=3)[CH:12]=[C:11]([C:23]([F:26])([F:25])[F:24])[C:3]=2[C:4]([O:6][C:7]([CH3:10])([CH3:9])[CH3:8])=[O:5])=[C:30]([F:35])[CH:29]=1, predict the reactants needed to synthesize it. The reactants are: Cl[C:2]1[N:14]=[C:13]([C:15]2[CH:20]=[C:19]([F:21])[CH:18]=[C:17]([F:22])[CH:16]=2)[CH:12]=[C:11]([C:23]([F:26])([F:25])[F:24])[C:3]=1[C:4]([O:6][C:7]([CH3:10])([CH3:9])[CH3:8])=[O:5].[Br:27][C:28]1[CH:33]=[CH:32][C:31]([OH:34])=[C:30]([F:35])[CH:29]=1.C(=O)([O-])[O-].[K+].[K+]. (5) Given the product [CH3:16][O:17][C:18]([C:20]1[S:24][C:23]2[CH:25]=[C:26]([C:29]([O:31][C:32]([CH3:35])([CH3:34])[CH3:33])=[O:30])[CH:27]=[CH:28][C:22]=2[C:21]=1[O:6][S:7]([C:10]([F:11])([F:12])[F:13])(=[O:8])=[O:9])=[O:19], predict the reactants needed to synthesize it. The reactants are: FC(F)(F)S([O:6][S:7]([C:10]([F:13])([F:12])[F:11])(=[O:9])=[O:8])(=O)=O.[CH3:16][O:17][C:18]([C:20]1[S:24][C:23]2[CH:25]=[C:26]([C:29]([O:31][C:32]([CH3:35])([CH3:34])[CH3:33])=[O:30])[CH:27]=[CH:28][C:22]=2[C:21]=1O)=[O:19].O.CCOC(C)=O. (6) Given the product [C:1]([N:5]1[C:10](=[O:11])[C:9]([Cl:12])=[C:8]([O:13][CH2:14][C:15]2[CH:16]=[CH:17][C:18]([CH2:21][O:22][CH2:23][CH2:24][OH:25])=[CH:19][CH:20]=2)[CH:7]=[N:6]1)([CH3:4])([CH3:3])[CH3:2], predict the reactants needed to synthesize it. The reactants are: [C:1]([N:5]1[C:10](=[O:11])[C:9]([Cl:12])=[C:8]([O:13][CH2:14][C:15]2[CH:20]=[CH:19][C:18]([CH2:21][O:22][CH2:23][CH2:24][O:25][Si](C(C)(C)C)(C)C)=[CH:17][CH:16]=2)[CH:7]=[N:6]1)([CH3:4])([CH3:3])[CH3:2].CCCC[N+](CCCC)(CCCC)CCCC.[F-].